Dataset: Catalyst prediction with 721,799 reactions and 888 catalyst types from USPTO. Task: Predict which catalyst facilitates the given reaction. (1) Product: [NH2:25][CH:16]1[CH2:17][CH2:18][N:13]([CH2:6][C:7]2[CH:12]=[CH:11][CH:10]=[CH:9][CH:8]=2)[CH2:14][C:15]1([CH2:22][CH3:23])[CH2:20][CH3:21]. The catalyst class is: 5. Reactant: C([O-])(=O)C.[NH4+].[CH2:6]([N:13]1[CH2:18][CH2:17][C:16](=O)[C:15]([CH2:22][CH3:23])([CH2:20][CH3:21])[CH2:14]1)[C:7]1[CH:12]=[CH:11][CH:10]=[CH:9][CH:8]=1.C([BH3-])#[N:25].[Na+]. (2) Reactant: [Br:1][C:2]1[CH:7]=[CH:6][C:5]([NH2:8])=[C:4]([S:9][CH2:10][CH2:11][O:12][Si](C(C)(C)C)(C)C)[CH:3]=1.[CH3:20][O:21][C:22]1[CH:23]=[C:24]2[C:29](=[CH:30][CH:31]=1)[O:28][CH2:27][CH:26]([C:32](O)=[O:33])[CH2:25]2.CN(C(ON1N=NC2C=CC=NC1=2)=[N+](C)C)C.F[P-](F)(F)(F)(F)F.CN1CCOCC1. Product: [Br:1][C:2]1[CH:7]=[CH:6][C:5]([NH:8][C:32]([CH:26]2[CH2:25][C:24]3[C:29](=[CH:30][CH:31]=[C:22]([O:21][CH3:20])[CH:23]=3)[O:28][CH2:27]2)=[O:33])=[C:4]([S:9][CH2:10][CH2:11][OH:12])[CH:3]=1. The catalyst class is: 3. (3) Reactant: [CH3:1][C@H:2]1[C@@:11]2([CH3:27])[C@H:12]([O:22][C:23]([CH2:25][OH:26])=[O:24])[CH2:13][C@:14]([CH:20]=[CH2:21])([CH3:19])[C@@H:15]([OH:18])[C@H:16]([CH3:17])[C@:5]3([C@@H:10]2[C:8](=[O:9])[CH2:7][CH2:6]3)[CH2:4][CH2:3]1.CCN(CC)CC.[CH3:35][S:36](Cl)(=[O:38])=[O:37]. Product: [CH3:1][C@H:2]1[C@@:11]2([CH3:27])[C@H:12]([O:22][C:23]([CH2:25][OH:26])=[O:24])[CH2:13][C@:14]([CH:20]=[CH2:21])([CH3:19])[C@@H:15]([OH:18])[C@H:16]([CH3:17])[C@:5]3([C@@H:10]2[C:8](=[O:9])[CH2:7][CH2:6]3)[CH2:4][CH2:3]1.[S:36]([O-:38])(=[O:9])(=[O:37])[CH3:35]. The catalyst class is: 21.